The task is: Predict the product of the given reaction.. This data is from Forward reaction prediction with 1.9M reactions from USPTO patents (1976-2016). (1) Given the reactants [NH2:1][C:2]1[CH:7]=[CH:6][CH:5]=[C:4]([O:8][CH3:9])[C:3]=1[NH:10][C:11](=[O:15])[O:12][CH2:13][CH3:14].C(N(CC)CC)C.Cl[C:24]([O:27]C(Cl)=O)(Cl)Cl, predict the reaction product. The product is: [CH3:9][O:8][C:4]1[C:3]2[N:10]([C:11]([O:12][CH2:13][CH3:14])=[O:15])[C:24](=[O:27])[NH:1][C:2]=2[CH:7]=[CH:6][CH:5]=1. (2) Given the reactants [Cl:1][C:2]1[CH:3]=[C:4]([NH:8][C:9]2[N:14]=[C:13]([C:15]3[CH:20]=[CH:19][N:18]=[C:17](Cl)[CH:16]=3)[CH:12]=[CH:11][N:10]=2)[CH:5]=[CH:6][CH:7]=1.[NH2:22][CH2:23][C:24]([OH:26])=[O:25].O, predict the reaction product. The product is: [Cl:1][C:2]1[CH:3]=[C:4]([NH:8][C:9]2[N:14]=[C:13]([C:15]3[CH:20]=[CH:19][N:18]=[C:17]([NH:22][CH2:23][C:24]([OH:26])=[O:25])[CH:16]=3)[CH:12]=[CH:11][N:10]=2)[CH:5]=[CH:6][CH:7]=1. (3) Given the reactants [CH3:1][C@@H:2]1[CH2:7][NH:6][C@H:5]([CH2:8][O:9][C:10]2[CH:15]=[CH:14][C:13]([C:16]([F:19])([F:18])[F:17])=[CH:12][N:11]=2)[CH2:4][CH2:3]1.CCN(C(C)C)C(C)C.[CH3:29][C:30]1[N:35]=[C:34]([C:36](O)=[O:37])[C:33]([C:39]2[N:44]=[CH:43][CH:42]=[CH:41][N:40]=2)=[CH:32][CH:31]=1.CN(C(ON1N=NC2C=CC=CC1=2)=[N+](C)C)C.[B-](F)(F)(F)F.C([O-])(O)=O.[Na+], predict the reaction product. The product is: [CH3:29][C:30]1[N:35]=[C:34]([C:36]([N:6]2[CH2:7][C@@H:2]([CH3:1])[CH2:3][CH2:4][C@H:5]2[CH2:8][O:9][C:10]2[CH:15]=[CH:14][C:13]([C:16]([F:19])([F:17])[F:18])=[CH:12][N:11]=2)=[O:37])[C:33]([C:39]2[N:44]=[CH:43][CH:42]=[CH:41][N:40]=2)=[CH:32][CH:31]=1. (4) Given the reactants [F:1][C:2]([F:7])([F:6])[C:3]([OH:5])=[O:4].[Cl:8][C:9]1[CH:10]=[C:11]2[C:15](=[C:16]([CH:18]([O:23][CH2:24][C:25]3([C:32]4[CH:37]=[CH:36][C:35]([F:38])=[CH:34][CH:33]=4)[CH2:30][CH2:29][N:28]([CH3:31])[CH2:27][CH2:26]3)[C:19](OC)=[O:20])[CH:17]=1)[NH:14][N:13]=[CH:12]2.ClC1C=C2C(=C(C(OCC3(C4C=CC(F)=CC=4)CCN(C(OC(C)(C)C)=O)CC3)CO)C=1)NN=C2, predict the reaction product. The product is: [F:1][C:2]([F:7])([F:6])[C:3]([OH:5])=[O:4].[Cl:8][C:9]1[CH:10]=[C:11]2[C:15](=[C:16]([CH:18]([O:23][CH2:24][C:25]3([C:32]4[CH:33]=[CH:34][C:35]([F:38])=[CH:36][CH:37]=4)[CH2:26][CH2:27][N:28]([CH3:31])[CH2:29][CH2:30]3)[CH2:19][OH:20])[CH:17]=1)[NH:14][N:13]=[CH:12]2. (5) Given the reactants [CH:1]([C:4]1[N:8]2[C:9](Cl)=[CH:10][CH:11]=[C:12]([C:13]([O:15][CH3:16])=[O:14])[C:7]2=[N:6][N:5]=1)([CH3:3])[CH3:2].[CH3:18][S-:19].[Na+], predict the reaction product. The product is: [CH:1]([C:4]1[N:8]2[C:9]([S:19][CH3:18])=[CH:10][CH:11]=[C:12]([C:13]([O:15][CH3:16])=[O:14])[C:7]2=[N:6][N:5]=1)([CH3:3])[CH3:2]. (6) Given the reactants [CH:1]([C:3]1[CH:10]=[CH:9][C:6]([C:7]#[N:8])=[CH:5][CH:4]=1)=O.[C:11]([NH:14][CH2:15][C:16]([OH:18])=[O:17])(=O)[CH3:12].C([O-])(=O)C.[Na+].C(OC(=O)C)(=O)C, predict the reaction product. The product is: [CH3:12][C:11]1[O:18][C:16](=[O:17])[C:15](=[CH:1][C:3]2[CH:10]=[CH:9][C:6]([C:7]#[N:8])=[CH:5][CH:4]=2)[N:14]=1. (7) Given the reactants [F:1][C:2]1[CH:19]=[C:18]([I:20])[CH:17]=[CH:16][C:3]=1[NH:4][C:5]1[C:6]([C:13]([OH:15])=O)=[CH:7][N:8]([CH3:12])[C:9](=[O:11])[CH:10]=1.C1N=CN(C(N2C=NC=C2)=O)C=1.[NH2:33][C:34]([CH2:39][OH:40])([CH2:37][OH:38])[CH2:35][OH:36].CCCCCC, predict the reaction product. The product is: [F:1][C:2]1[CH:19]=[C:18]([I:20])[CH:17]=[CH:16][C:3]=1[NH:4][C:5]1[C:6]([C:13]([NH:33][C:34]([CH2:39][OH:40])([CH2:37][OH:38])[CH2:35][OH:36])=[O:15])=[CH:7][N:8]([CH3:12])[C:9](=[O:11])[CH:10]=1.